Dataset: Peptide-MHC class I binding affinity with 185,985 pairs from IEDB/IMGT. Task: Regression. Given a peptide amino acid sequence and an MHC pseudo amino acid sequence, predict their binding affinity value. This is MHC class I binding data. (1) The peptide sequence is CVDHPFIYV. The MHC is HLA-A02:06 with pseudo-sequence HLA-A02:06. The binding affinity (normalized) is 0.538. (2) The peptide sequence is VSEKYTDMY. The MHC is HLA-A69:01 with pseudo-sequence HLA-A69:01. The binding affinity (normalized) is 0.0847. (3) The peptide sequence is GLVGLVTFL. The MHC is HLA-A02:02 with pseudo-sequence HLA-A02:02. The binding affinity (normalized) is 0.653. (4) The peptide sequence is RTFSIPLGV. The MHC is HLA-B15:01 with pseudo-sequence HLA-B15:01. The binding affinity (normalized) is 0. (5) The peptide sequence is RGLRMAKQN. The MHC is Mamu-B3901 with pseudo-sequence Mamu-B3901. The binding affinity (normalized) is 0. (6) The peptide sequence is SPVMGVIGF. The MHC is HLA-B27:03 with pseudo-sequence HLA-B27:03. The binding affinity (normalized) is 0.0847. (7) The peptide sequence is ARIKMLRGV. The MHC is HLA-B27:05 with pseudo-sequence HLA-B27:05. The binding affinity (normalized) is 0.735. (8) The peptide sequence is TPEGIIPTL. The MHC is HLA-B40:01 with pseudo-sequence HLA-B40:01. The binding affinity (normalized) is 0.0847. (9) The peptide sequence is SYNNKEKKW. The MHC is HLA-A02:06 with pseudo-sequence HLA-A02:06. The binding affinity (normalized) is 0.